Task: Predict the reaction yield, written as a fraction of the theoretical maximum amount of product (1.0 means a 100% yield; for example, 0.34 means a 34% yield).. Dataset: Reaction yield outcomes from USPTO patents with 853,638 reactions (1) The reactants are FC(F)(F)C(O)=O.FC(F)(F)OC1C=C([C@@H]2NC(=O)C=C2)C=CC=1.CC(N[C@@H]1C[C@H](C2C=CC=CC=2)N(C2C=CC(OC(F)(F)F)=CC=2)C1=O)(C1C=CC=C(C(F)(F)F)N=1)C.CC(N)(C1C=CC=C(C(F)(F)F)N=1)C.[CH3:76][C:77]([NH:89][C:90]1[C:91](=[O:117])[N:92]([C:106]2[CH:111]=[CH:110][C:109]([O:112][C:113]([F:116])([F:115])[F:114])=[CH:108][CH:107]=2)[C@@H:93]([C:95]2[CH:100]=[CH:99][CH:98]=[C:97]([O:101][C:102]([F:105])([F:104])[F:103])[CH:96]=2)[CH:94]=1)([C:79]1[CH:84]=[CH:83][CH:82]=[C:81]([C:85]([F:88])([F:87])[F:86])[N:80]=1)[CH3:78].C([BH3-])#N.[Na+]. The catalyst is C1(C)C=CC=CC=1.O.CC(O)=O. The product is [CH3:78][C:77]([NH:89][C@@H:90]1[CH2:94][C@H:93]([C:95]2[CH:100]=[CH:99][CH:98]=[C:97]([O:101][C:102]([F:103])([F:104])[F:105])[CH:96]=2)[N:92]([C:106]2[CH:107]=[CH:108][C:109]([O:112][C:113]([F:114])([F:116])[F:115])=[CH:110][CH:111]=2)[C:91]1=[O:117])([C:79]1[CH:84]=[CH:83][CH:82]=[C:81]([C:85]([F:86])([F:87])[F:88])[N:80]=1)[CH3:76]. The yield is 0.260. (2) The reactants are O[C:2]1[CH:3]=[N:4][CH:5]=[CH:6][C:7]=1[NH:8][C:9](=[O:19])[C:10]1[CH:15]=[CH:14][C:13]([N+:16]([O-:18])=[O:17])=[CH:12][CH:11]=1.[OH-].[Na+]. The catalyst is O. The product is [N+:16]([C:13]1[CH:12]=[CH:11][C:10]([C:9]2[O:19][C:2]3[CH:3]=[N:4][CH:5]=[CH:6][C:7]=3[N:8]=2)=[CH:15][CH:14]=1)([O-:18])=[O:17]. The yield is 0.730.